The task is: Regression. Given a peptide amino acid sequence and an MHC pseudo amino acid sequence, predict their binding affinity value. This is MHC class I binding data.. This data is from Peptide-MHC class I binding affinity with 185,985 pairs from IEDB/IMGT. (1) The peptide sequence is SRLGIVVLR. The MHC is HLA-B08:03 with pseudo-sequence HLA-B08:03. The binding affinity (normalized) is 0.0847. (2) The peptide sequence is RELYLNSSNV. The MHC is HLA-B45:01 with pseudo-sequence HLA-B45:01. The binding affinity (normalized) is 0.579. (3) The peptide sequence is GTMYILLKK. The MHC is HLA-A68:01 with pseudo-sequence HLA-A68:01. The binding affinity (normalized) is 0.895. (4) The peptide sequence is KCDELAAKL. The MHC is HLA-A68:02 with pseudo-sequence HLA-A68:02. The binding affinity (normalized) is 0.